This data is from Full USPTO retrosynthesis dataset with 1.9M reactions from patents (1976-2016). The task is: Predict the reactants needed to synthesize the given product. (1) Given the product [CH:1]1([S:4]([C:7]2[CH:8]=[CH:9][C:10]([CH:13]([C:14]3[NH:43][C:17]([C:19]4[S:20][C:21]([CH:24]5[CH2:28][O:27][C:26]([CH3:29])([CH3:30])[O:25]5)=[CH:22][N:23]=4)=[CH:16][CH:15]=3)[CH2:32][CH:33]3[CH2:34][CH2:35][O:36][CH2:37][CH2:38]3)=[CH:11][CH:12]=2)(=[O:6])=[O:5])[CH2:2][CH2:3]1, predict the reactants needed to synthesize it. The reactants are: [CH:1]1([S:4]([C:7]2[CH:12]=[CH:11][C:10]([CH:13]([CH2:32][CH:33]3[CH2:38][CH2:37][O:36][CH2:35][CH2:34]3)[C:14](=O)[CH2:15][CH2:16][C:17]([C:19]3[S:20][C:21]([CH:24]4[CH2:28][O:27][C:26]([CH3:30])([CH3:29])[O:25]4)=[CH:22][N:23]=3)=O)=[CH:9][CH:8]=2)(=[O:6])=[O:5])[CH2:3][CH2:2]1.C([O-])(=O)C.[NH4+:43]. (2) Given the product [C:42]([Si:39]([CH3:41])([CH3:40])[O:38][CH2:37][CH2:36][N:12]([CH2:13][C:14]1[CH:15]=[CH:16][C:17]([CH:20]=[CH:21][C:22]([O:24][CH3:25])=[O:23])=[CH:18][CH:19]=1)[CH2:11][CH2:10][C:3]1[C:4]2[C:9](=[CH:8][CH:7]=[CH:6][CH:5]=2)[NH:1][CH:2]=1)([CH3:45])([CH3:44])[CH3:43], predict the reactants needed to synthesize it. The reactants are: [NH:1]1[C:9]2[C:4](=[CH:5][CH:6]=[CH:7][CH:8]=2)[C:3]([CH2:10][CH2:11][NH:12][CH2:13][C:14]2[CH:19]=[CH:18][C:17]([CH:20]=[CH:21][C:22]([O:24][CH3:25])=[O:23])=[CH:16][CH:15]=2)=[CH:2]1.C(N(C(C)C)CC)(C)C.Br[CH2:36][CH2:37][O:38][Si:39]([C:42]([CH3:45])([CH3:44])[CH3:43])([CH3:41])[CH3:40].O. (3) The reactants are: O=C[C@@H]([C@H]([C@@H]([C@@H](CO)O)O)O)O.C1C=[N+]([C@@H]2O[C@H](COP(OP(OC[C@H]3O[C@@H](N4C5N=CN=C(N)C=5N=C4)[C@H](OP(O)(O)=O)[C@@H]3O)(O)=O)(O)=O)[C@@H](O)[C@H]2O)C=C(C(N)=O)C=1.[Cl:61][CH2:62][C:63](=[O:80])[C@@H:64]([NH:72][C:73]([O:75][C:76]([CH3:79])([CH3:78])[CH3:77])=[O:74])[CH2:65][C:66]1[CH:71]=[CH:70][CH:69]=[CH:68][CH:67]=1.[OH-].[Na+]. Given the product [Cl:61][CH2:62][C@H:63]([OH:80])[C@@H:64]([NH:72][C:73]([O:75][C:76]([CH3:78])([CH3:77])[CH3:79])=[O:74])[CH2:65][C:66]1[CH:71]=[CH:70][CH:69]=[CH:68][CH:67]=1, predict the reactants needed to synthesize it. (4) Given the product [Cl:2][C:3]1[CH:4]=[CH:5][C:6]([C:7]([N:9]([C@@H:11]2[CH2:16][CH2:15][N:14]([C:37]([CH:34]3[CH2:35][CH2:36][N:31]([C:29](=[O:30])[CH2:28][OH:27])[CH2:32][CH2:33]3)=[O:38])[CH2:13][C@H:12]2[C:17]2[CH:22]=[CH:21][C:20]([Cl:23])=[C:19]([Cl:24])[CH:18]=2)[CH3:10])=[O:8])=[CH:25][CH:26]=1, predict the reactants needed to synthesize it. The reactants are: Cl.[Cl:2][C:3]1[CH:26]=[CH:25][C:6]([C:7]([N:9]([C@@H:11]2[CH2:16][CH2:15][NH:14][CH2:13][C@H:12]2[C:17]2[CH:22]=[CH:21][C:20]([Cl:23])=[C:19]([Cl:24])[CH:18]=2)[CH3:10])=[O:8])=[CH:5][CH:4]=1.[OH:27][CH2:28][C:29]([N:31]1[CH2:36][CH2:35][CH:34]([C:37](O)=[O:38])[CH2:33][CH2:32]1)=[O:30].CCN=C=NCCCN(C)C.Cl.C1C=CC2N(O)N=NC=2C=1.